From a dataset of Peptide-MHC class II binding affinity with 134,281 pairs from IEDB. Regression. Given a peptide amino acid sequence and an MHC pseudo amino acid sequence, predict their binding affinity value. This is MHC class II binding data. (1) The peptide sequence is DIDCWCYGVENVRVA. The MHC is DRB3_0202 with pseudo-sequence DRB3_0202. The binding affinity (normalized) is 0.650. (2) The peptide sequence is MLSPMLHHWIKVEYG. The MHC is DRB5_0101 with pseudo-sequence DRB5_0101. The binding affinity (normalized) is 0.756. (3) The peptide sequence is EKIEENGSMRVFVDVI. The binding affinity (normalized) is 0.509. The MHC is DRB1_0405 with pseudo-sequence DRB1_0405. (4) The peptide sequence is VRKDISEWQPSKGWN. The MHC is DRB1_1301 with pseudo-sequence DRB1_1301. The binding affinity (normalized) is 0.524. (5) The peptide sequence is AFKHAATAANAAPAN. The MHC is DRB1_1001 with pseudo-sequence DRB1_1001. The binding affinity (normalized) is 0.647. (6) The peptide sequence is INFFLIAFAVYFLVV. The MHC is HLA-DQA10501-DQB10201 with pseudo-sequence HLA-DQA10501-DQB10201. The binding affinity (normalized) is 0.0654. (7) The peptide sequence is YANYRDIDLGRNEVV. The MHC is HLA-DQA10501-DQB10201 with pseudo-sequence HLA-DQA10501-DQB10201. The binding affinity (normalized) is 0.229.